Dataset: Full USPTO retrosynthesis dataset with 1.9M reactions from patents (1976-2016). Task: Predict the reactants needed to synthesize the given product. (1) Given the product [CH2:18]([N:6]1[CH2:5][C:4]2[N:3]=[C:2]([CH:12]3[CH2:14][CH2:13]3)[CH:11]=[CH:10][C:9]=2[CH2:8][CH2:7]1)[C:19]1[CH:24]=[CH:23][CH:22]=[CH:21][CH:20]=1, predict the reactants needed to synthesize it. The reactants are: Cl[C:2]1[CH:11]=[CH:10][C:9]2[C:4](=[CH:5][N:6]=[CH:7][CH:8]=2)[N:3]=1.[CH:12]1(B(O)O)[CH2:14][CH2:13]1.[CH2:18](Br)[C:19]1[CH:24]=[CH:23][CH:22]=[CH:21][CH:20]=1.[BH4-].[Na+]. (2) Given the product [C:25]([O:28][CH:29]([CH3:33])[C:30]([N:9]([C:8]1[C:4]([Cl:3])=[N:5][N:6]([C:12]2[CH:13]=[N:14][CH:15]=[CH:16][CH:17]=2)[CH:7]=1)[CH2:10][CH3:11])=[O:31])(=[O:27])[CH3:26], predict the reactants needed to synthesize it. The reactants are: Cl.Cl.[Cl:3][C:4]1[C:8]([NH:9][CH2:10][CH3:11])=[CH:7][N:6]([C:12]2[CH:13]=[N:14][CH:15]=[CH:16][CH:17]=2)[N:5]=1.C(N(CC)CC)C.[C:25]([O:28][CH:29]([CH3:33])[C:30](Cl)=[O:31])(=[O:27])[CH3:26].